Dataset: Full USPTO retrosynthesis dataset with 1.9M reactions from patents (1976-2016). Task: Predict the reactants needed to synthesize the given product. (1) Given the product [CH3:11][N:6]1[C:5]2[CH:12]=[CH:13][C:2]([B:14]3[O:18][C:17]([CH3:20])([CH3:19])[C:16]([CH3:22])([CH3:21])[O:15]3)=[CH:3][C:4]=2[N:8]([CH3:9])[C:7]1=[O:10], predict the reactants needed to synthesize it. The reactants are: Br[C:2]1[CH:13]=[CH:12][C:5]2[N:6]([CH3:11])[C:7](=[O:10])[N:8]([CH3:9])[C:4]=2[CH:3]=1.[B:14]1([B:14]2[O:18][C:17]([CH3:20])([CH3:19])[C:16]([CH3:22])([CH3:21])[O:15]2)[O:18][C:17]([CH3:20])([CH3:19])[C:16]([CH3:22])([CH3:21])[O:15]1.C([O-])(=O)C.[K+].N#N.C(Cl)Cl. (2) Given the product [F:8][C:7]1[CH:6]=[CH:5][C:4]([C:9]2[C:10]([C:20]3[CH:25]=[CH:24][CH:23]=[C:22]([CH3:26])[N:21]=3)=[N:11][N:12]([S:14]([N:17]([CH3:19])[CH3:18])(=[O:16])=[O:15])[CH:13]=2)=[CH:3][C:2]=1[B:27]1[O:31][C:30]([CH3:33])([CH3:32])[C:29]([CH3:35])([CH3:34])[O:28]1, predict the reactants needed to synthesize it. The reactants are: Br[C:2]1[CH:3]=[C:4]([C:9]2[C:10]([C:20]3[CH:25]=[CH:24][CH:23]=[C:22]([CH3:26])[N:21]=3)=[N:11][N:12]([S:14]([N:17]([CH3:19])[CH3:18])(=[O:16])=[O:15])[CH:13]=2)[CH:5]=[CH:6][C:7]=1[F:8].[B:27]1([B:27]2[O:31][C:30]([CH3:33])([CH3:32])[C:29]([CH3:35])([CH3:34])[O:28]2)[O:31][C:30]([CH3:33])([CH3:32])[C:29]([CH3:35])([CH3:34])[O:28]1.C([O-])(=O)C.[K+]. (3) Given the product [O:1]1[C:5]2[CH:6]=[CH:7][CH:8]=[CH:9][C:4]=2[N:3]=[C:2]1[C:10]1[CH:15]=[CH:14][C:13]([C:16]2([C:20]#[N:21])[CH2:17][CH2:18][CH2:19][CH2:33][CH2:25]2)=[C:12]([O:22][CH3:23])[CH:11]=1, predict the reactants needed to synthesize it. The reactants are: [O:1]1[C:5]2[CH:6]=[CH:7][CH:8]=[CH:9][C:4]=2[N:3]=[C:2]1[C:10]1[CH:15]=[CH:14][C:13]([C:16]2([C:20]#[N:21])[CH2:19][CH2:18][CH2:17]2)=[C:12]([O:22][CH3:23])[CH:11]=1.O1C2C=CC=CC=2N=[C:25]1[C:33]1C=CC(C#N)=C(OC)C=1.BrCCCCCBr. (4) Given the product [CH2:16]([O:8][C:6]1[CH:7]=[C:2]([NH2:1])[CH:3]=[CH:4][C:5]=1[Br:9])[C:17]1[CH:22]=[CH:21][CH:20]=[CH:19][CH:18]=1, predict the reactants needed to synthesize it. The reactants are: [NH2:1][C:2]1[CH:3]=[CH:4][C:5]([Br:9])=[C:6]([OH:8])[CH:7]=1.CC(C)([O-])C.[K+].[CH2:16](Cl)[C:17]1[CH:22]=[CH:21][CH:20]=[CH:19][CH:18]=1.[Na]. (5) Given the product [F:17][C:18]1[CH:26]=[CH:25][C:24]([CH:27]=[O:28])=[CH:23][C:19]=1[C:20]([N:1]1[CH2:5][CH2:4][C@@H:3]([NH:6][C:7]2[CH:12]=[C:11]([C:13]([F:14])([F:15])[F:16])[CH:10]=[CH:9][N:8]=2)[CH2:2]1)=[O:21], predict the reactants needed to synthesize it. The reactants are: [NH:1]1[CH2:5][CH2:4][C@@H:3]([NH:6][C:7]2[CH:12]=[C:11]([C:13]([F:16])([F:15])[F:14])[CH:10]=[CH:9][N:8]=2)[CH2:2]1.[F:17][C:18]1[CH:26]=[CH:25][C:24]([CH:27]=[O:28])=[CH:23][C:19]=1[C:20](O)=[O:21].F[P-](F)(F)(F)(F)F.N1(OC(N(C)C)=[N+](C)C)C2C=CC=CC=2N=N1.C(N(CC)C(C)C)(C)C. (6) Given the product [CH3:1][O:2][C:3]1[N:8]2[N:9]=[C:10]([C:12]([F:14])([F:15])[F:13])[N:11]=[C:7]2[C:6]([C:16]2[C:17]([CH3:22])([CH3:23])[C:18](=[O:20])[NH:27][N:26]=2)=[CH:5][CH:4]=1, predict the reactants needed to synthesize it. The reactants are: [CH3:1][O:2][C:3]1[N:8]2[N:9]=[C:10]([C:12]([F:15])([F:14])[F:13])[N:11]=[C:7]2[C:6]([C:16](=O)[C:17]([CH3:23])([CH3:22])[C:18]([O:20]C)=O)=[CH:5][CH:4]=1.C(OC(C)(C)C)(=O)[NH:26][NH2:27].C1(C)C=CC(S([O-])(=O)=O)=CC=1.[NH+]1C=CC=CC=1.O. (7) Given the product [Cl:1][C:2]1[CH:10]=[CH:9][C:8]([N+:11]([O-:13])=[O:12])=[CH:7][C:3]=1[C:4]1[O:6][CH:34]=[CH:35][N:31]=1, predict the reactants needed to synthesize it. The reactants are: [Cl:1][C:2]1[CH:10]=[CH:9][C:8]([N+:11]([O-:13])=[O:12])=[CH:7][C:3]=1[C:4]([OH:6])=O.CN(C=O)C.C(Cl)(=O)C(Cl)=O.C(=O)([O-])[O-].[K+].[K+].[NH:31]1[CH:35]=[CH:34]N=N1. (8) Given the product [NH2:1][C:2]1[N:3]=[C:4]2[CH:9]=[C:8]([C:10]3[CH:11]=[C:12]([CH:17]=[CH:18][CH:19]=3)[C:13]([NH:15][CH3:16])=[O:14])[CH:7]=[N:6][N:5]2[C:20]=1[C:21]1[CH:26]=[CH:25][N:24]=[C:23]([C:28]2[CH:33]=[CH:32][CH:31]=[CH:30][CH:29]=2)[CH:22]=1, predict the reactants needed to synthesize it. The reactants are: [NH2:1][C:2]1[N:3]=[C:4]2[CH:9]=[C:8]([C:10]3[CH:11]=[C:12]([CH:17]=[CH:18][CH:19]=3)[C:13]([NH:15][CH3:16])=[O:14])[CH:7]=[N:6][N:5]2[C:20]=1[C:21]1[CH:26]=[CH:25][N:24]=[C:23](Cl)[CH:22]=1.[C:28]1(B(O)O)[CH:33]=[CH:32][CH:31]=[CH:30][CH:29]=1.O.C([O-])([O-])=O.[Na+].[Na+].